From a dataset of CYP2C9 inhibition data for predicting drug metabolism from PubChem BioAssay. Regression/Classification. Given a drug SMILES string, predict its absorption, distribution, metabolism, or excretion properties. Task type varies by dataset: regression for continuous measurements (e.g., permeability, clearance, half-life) or binary classification for categorical outcomes (e.g., BBB penetration, CYP inhibition). Dataset: cyp2c9_veith. (1) The drug is CCOc1cc(/C=N/NC(=O)CN2CCCCC2)ccc1OCc1ccccc1. The result is 0 (non-inhibitor). (2) The result is 0 (non-inhibitor). The drug is CN1CCN(C(=O)c2ccc(-n3cccc3)cc2)CC1. (3) The compound is CCN(CC)CCC[C@H](C)Nc1c2ccc(Cl)cc2nc2ccc(OC)cc12.Cl.Cl.O.O. The result is 0 (non-inhibitor).